From a dataset of Forward reaction prediction with 1.9M reactions from USPTO patents (1976-2016). Predict the product of the given reaction. (1) Given the reactants [Cl:1][C:2]1[CH:27]=[CH:26][CH:25]=[C:24]([Cl:28])[C:3]=1[CH2:4][C:5]1[N:9]([CH2:10][C:11]2[CH:19]=[CH:18][C:14]([C:15]([OH:17])=O)=[CH:13][CH:12]=2)[C:8]2[CH:20]=[CH:21][CH:22]=[CH:23][C:7]=2[N:6]=1.F[P-](F)(F)(F)(F)F.N1(O[P+](N(C)C)(N(C)C)N(C)C)C2C=CC=CC=2N=N1.CCN(C(C)C)C(C)C.[O:65]1[CH2:70][CH2:69][N:68]([CH2:71][CH2:72][CH2:73][NH2:74])[CH2:67][CH2:66]1, predict the reaction product. The product is: [Cl:28][C:24]1[CH:25]=[CH:26][CH:27]=[C:2]([Cl:1])[C:3]=1[CH2:4][C:5]1[N:9]([CH2:10][C:11]2[CH:19]=[CH:18][C:14]([C:15]([NH:74][CH2:73][CH2:72][CH2:71][N:68]3[CH2:69][CH2:70][O:65][CH2:66][CH2:67]3)=[O:17])=[CH:13][CH:12]=2)[C:8]2[CH:20]=[CH:21][CH:22]=[CH:23][C:7]=2[N:6]=1. (2) The product is: [C:32]([O:36][C:37]([N:39]1[CH2:43][C@H:42]([C:44]2[CH:49]=[CH:48][CH:47]=[CH:46][CH:45]=2)[C@@H:41]([CH2:50][N:19]2[CH2:18][CH2:17][C:14]3([NH:13][C:12](=[O:22])[N:11]([CH2:10][C:9]4[CH:8]=[CH:7][C:6]([S:3]([CH3:2])(=[O:5])=[O:4])=[CH:24][CH:23]=4)[C:15]3=[O:16])[CH2:21][CH2:20]2)[CH2:40]1)=[O:38])([CH3:35])([CH3:33])[CH3:34]. Given the reactants Cl.[CH3:2][S:3]([C:6]1[CH:24]=[CH:23][C:9]([CH2:10][N:11]2[C:15](=[O:16])[C:14]3([CH2:21][CH2:20][NH:19][CH2:18][CH2:17]3)[NH:13][C:12]2=[O:22])=[CH:8][CH:7]=1)(=[O:5])=[O:4].C(N(CC)CC)C.[C:32]([O:36][C:37]([N:39]1[CH2:43][C@H:42]([C:44]2[CH:49]=[CH:48][CH:47]=[CH:46][CH:45]=2)[C@@H:41]([CH:50]=O)[CH2:40]1)=[O:38])([CH3:35])([CH3:34])[CH3:33].C(O[BH-](OC(=O)C)OC(=O)C)(=O)C.[Na+], predict the reaction product. (3) The product is: [OH:12][CH:11]([C:13]1[C:14]([CH3:23])=[C:15]2[C:19](=[CH:20][CH:21]=1)[C:18](=[O:22])[O:17][CH2:16]2)[CH2:10][N:9]1[CH2:8][CH2:7][N:6]([C:24]([O:26][C:27]([CH3:28])([CH3:29])[CH3:30])=[O:25])[CH2:5][CH:4]1[CH2:3][CH2:2][OH:1]. Given the reactants [OH:1][CH2:2][CH2:3][CH:4]1[N:9]([CH2:10][C:11]([C:13]2[C:14]([CH3:23])=[C:15]3[C:19](=[CH:20][CH:21]=2)[C:18](=[O:22])[O:17][CH2:16]3)=[O:12])[CH2:8][CH2:7][N:6]([C:24]([O:26][C:27]([CH3:30])([CH3:29])[CH3:28])=[O:25])[CH2:5]1.[BH4-].[Na+], predict the reaction product. (4) Given the reactants [F:1][C:2]([F:25])([F:24])[C:3]1[CH:8]=[CH:7][C:6]([CH:9]2[CH2:14][NH:13][CH2:12][CH:11]([NH:15][C:16](=[O:23])[C:17]3[CH:22]=[CH:21][CH:20]=[CH:19][CH:18]=3)[CH2:10]2)=[CH:5][CH:4]=1.[N:26]1([C:32](Cl)=[O:33])[CH2:31][CH2:30][O:29][CH2:28][CH2:27]1.C(N(CC)CC)C.O, predict the reaction product. The product is: [N:26]1([C:32]([N:13]2[CH2:14][CH:9]([C:6]3[CH:5]=[CH:4][C:3]([C:2]([F:24])([F:1])[F:25])=[CH:8][CH:7]=3)[CH2:10][CH:11]([NH:15][C:16]([C:17]3[CH:18]=[CH:19][CH:20]=[CH:21][CH:22]=3)=[O:23])[CH2:12]2)=[O:33])[CH2:31][CH2:30][O:29][CH2:28][CH2:27]1. (5) The product is: [CH2:14]([O:13][C:11]([C:10]1[CH:9]=[CH:8][N:7]([CH2:16][C:17]2[CH:18]=[CH:19][CH:20]=[CH:21][CH:22]=2)[C:6](=[O:23])[C:5]=1[C:3]([OH:4])=[O:2])=[O:12])[CH3:15]. Given the reactants C[O:2][C:3]([C:5]1[C:6](=[O:23])[N:7]([CH2:16][C:17]2[CH:22]=[CH:21][CH:20]=[CH:19][CH:18]=2)[CH:8]=[CH:9][C:10]=1[C:11]([O:13][CH2:14][CH3:15])=[O:12])=[O:4].[Li+].[I-], predict the reaction product. (6) Given the reactants [Br:1][C:2]1[C:3](F)=[C:4]2[C:10]([NH:11][C:12](=[O:19])[C:13]3[CH:18]=[CH:17][CH:16]=[N:15][CH:14]=3)=[CH:9][NH:8][C:5]2=[N:6][CH:7]=1.[CH3:21][C:22]1([NH:27]C(=O)OC(C)(C)C)[CH2:26][CH2:25][NH:24][CH2:23]1.CCN(C(C)C)C(C)C.C(O)(C(F)(F)F)=O.C(Cl)[Cl:52], predict the reaction product. The product is: [ClH:52].[NH2:27][C:22]1([CH3:21])[CH2:26][CH2:25][N:24]([C:3]2[C:2]([Br:1])=[CH:7][N:6]=[C:5]3[NH:8][CH:9]=[C:10]([NH:11][C:12](=[O:19])[C:13]4[CH:18]=[CH:17][CH:16]=[N:15][CH:14]=4)[C:4]=23)[CH2:23]1. (7) Given the reactants S(Cl)(Cl)=O.[Br:5][C:6]1[N:7]=[C:8](CC#N)[N:9]([C:19]2[CH:24]=[CH:23][C:22]([Cl:25])=[CH:21][CH:20]=2)[C:10]=1[C:11]1[C:16]([F:17])=[CH:15][CH:14]=[CH:13][C:12]=1[F:18].[C:29]([O:32][CH2:33]C)(=[O:31])[CH3:30], predict the reaction product. The product is: [Br:5][C:6]1[N:7]=[C:8]([CH2:30][C:29]([O:32][CH3:33])=[O:31])[N:9]([C:19]2[CH:24]=[CH:23][C:22]([Cl:25])=[CH:21][CH:20]=2)[C:10]=1[C:11]1[C:16]([F:17])=[CH:15][CH:14]=[CH:13][C:12]=1[F:18]. (8) Given the reactants [C:1](=[O:37])([O:10][CH:11]([N:13]1[C:17]2[CH:18]=[CH:19][CH:20]=[CH:21][C:16]=2[N:15]=[C:14]1[S:22][CH2:23][C:24]1[C:29]([CH3:30])=[C:28]([O:31][CH2:32][C:33]([F:36])([F:35])[F:34])[CH:27]=[CH:26][N:25]=1)[CH3:12])[O:2][CH2:3][C:4]1[CH:9]=[CH:8][CH:7]=[CH:6][CH:5]=1.ClC1C=C(C=CC=1)C(OO)=[O:43], predict the reaction product. The product is: [C:1](=[O:37])([O:10][CH:11]([N:13]1[C:17]2[CH:18]=[CH:19][CH:20]=[CH:21][C:16]=2[N:15]=[C:14]1[S:22]([CH2:23][C:24]1[C:29]([CH3:30])=[C:28]([O:31][CH2:32][C:33]([F:36])([F:34])[F:35])[CH:27]=[CH:26][N:25]=1)=[O:43])[CH3:12])[O:2][CH2:3][C:4]1[CH:9]=[CH:8][CH:7]=[CH:6][CH:5]=1. (9) Given the reactants [C:1]([NH:8][C@H:9]1[CH2:14][C@@H:13]([C:15]([F:18])([F:17])[F:16])[CH2:12][NH:11][CH2:10]1)([O:3][C:4]([CH3:7])([CH3:6])[CH3:5])=[O:2].C([O-])(O)=O.[Na+].C1COCC1.Cl[C:30]([O:32][CH2:33][C:34]1[CH:39]=[CH:38][CH:37]=[CH:36][CH:35]=1)=[O:31], predict the reaction product. The product is: [C:4]([O:3][C:1]([NH:8][C@H:9]1[CH2:14][C@@H:13]([C:15]([F:17])([F:16])[F:18])[CH2:12][N:11]([C:30]([O:32][CH2:33][C:34]2[CH:39]=[CH:38][CH:37]=[CH:36][CH:35]=2)=[O:31])[CH2:10]1)=[O:2])([CH3:7])([CH3:6])[CH3:5]. (10) Given the reactants [F:1][C:2]1[CH:3]=[C:4]([Mg]Br)[CH:5]=[C:6]([F:9])[C:7]=1[F:8].Br[C:13]1C=C(F)C(F)=C(F)C=1.[Mg].O=[C:24]1[N:29](C(O)=O)[C@@H:28]([C:33]([OH:35])=[O:34])[CH2:27][CH2:26][CH2:25]1, predict the reaction product. The product is: [CH3:13][O:35][C:33]([C@H:28]1[CH2:27][CH2:26][CH2:25][C@@H:24]([C:4]2[CH:3]=[C:2]([F:1])[C:7]([F:8])=[C:6]([F:9])[CH:5]=2)[NH:29]1)=[O:34].